Task: Predict the product of the given reaction.. Dataset: Forward reaction prediction with 1.9M reactions from USPTO patents (1976-2016) (1) The product is: [C:1]1([C:11]#[C:12][CH:13]=[O:14])[C:10]2[C:5](=[CH:6][CH:7]=[CH:8][CH:9]=2)[CH:4]=[CH:3][CH:2]=1. Given the reactants [C:1]1([C:11]#[C:12][CH2:13][OH:14])[C:10]2[C:5](=[CH:6][CH:7]=[CH:8][CH:9]=2)[CH:4]=[CH:3][CH:2]=1.C[N+]1([O-])CCOCC1, predict the reaction product. (2) Given the reactants NC1C(C(O)=O)=NC(N)=C(C(O)=O)N=1.[Br:15][C:16]1[C:17]([C:26]([OH:28])=[O:27])=[N:18][C:19]([Br:25])=[C:20]([C:22]([OH:24])=[O:23])[N:21]=1.N([O-])=O.[Na+], predict the reaction product. The product is: [Br:25][C:19]1[C:20]([C:22]([OH:24])=[O:23])=[N:21][C:16]([Br:15])=[C:17]([C:26]([OH:28])=[O:27])[N:18]=1. (3) The product is: [C:10]([O:9][C@H:7]1[CH2:6][NH:5][C@H:4]([C:31]([O:33][CH2:44][CH:41]=[CH2:42])=[O:32])[CH2:8]1)([CH3:11])([CH3:12])[CH3:13]. Given the reactants C([C@@:4]1([C:31]([O-:33])=[O:32])[CH2:8][C@@H:7]([O:9][C:10]([CH3:13])([CH3:12])[CH3:11])[CH2:6][N:5]1C(OCC1C2C=CC=CC=2C2C1=CC=CC=2)=O)C=C.NCCN([CH2:41][CH2:42]N)CCN.[CH2:44](Cl)Cl, predict the reaction product. (4) Given the reactants [CH3:1][O:2][C:3]1[CH:4]=[C:5]2[C:10](=[CH:11][CH:12]=1)[N:9]=[CH:8][CH:7]=[C:6]2[NH2:13].[C:14]([O:18][C:19]([NH:21][CH2:22][CH:23]1[CH2:28][CH2:27][CH2:26][CH:25]([C:29](O)=[O:30])[CH2:24]1)=[O:20])([CH3:17])([CH3:16])[CH3:15].CN(C(ON1N=NC2C=CC=CC1=2)=[N+](C)C)C.F[P-](F)(F)(F)(F)F.C(N(CC)CC)C, predict the reaction product. The product is: [C:14]([O:18][C:19](=[O:20])[NH:21][CH2:22][CH:23]1[CH2:28][CH2:27][CH2:26][CH:25]([C:29](=[O:30])[NH:13][C:6]2[C:5]3[C:10](=[CH:11][CH:12]=[C:3]([O:2][CH3:1])[CH:4]=3)[N:9]=[CH:8][CH:7]=2)[CH2:24]1)([CH3:15])([CH3:17])[CH3:16]. (5) Given the reactants C(OC([NH:11][CH:12]([CH2:23][CH2:24][P:25]([O:38][CH3:39])([O:27][C:28]1[CH:33]=[CH:32][C:31]([C:34]([F:37])([F:36])[F:35])=[CH:30][CH:29]=1)=[O:26])[C:13]([O:15]CC1C=CC=CC=1)=[O:14])=O)C1C=CC=CC=1.C1(OC)C=CC=CC=1.[Cl-].[Cl-].[Cl-].[Al+3].O, predict the reaction product. The product is: [NH2:11][CH:12]([CH2:23][CH2:24][P:25]([O:38][CH3:39])([O:27][C:28]1[CH:33]=[CH:32][C:31]([C:34]([F:35])([F:36])[F:37])=[CH:30][CH:29]=1)=[O:26])[C:13]([OH:15])=[O:14]. (6) The product is: [F:8][C:4]1[CH:3]=[C:2]([CH:18]([C:17]2[CH:20]=[CH:21][CH:22]=[C:15]([F:14])[CH:16]=2)[OH:19])[CH:7]=[CH:6][CH:5]=1. Given the reactants Br[C:2]1[CH:7]=[CH:6][CH:5]=[C:4]([F:8])[CH:3]=1.[Li]CCCC.[F:14][C:15]1[CH:16]=[C:17]([CH:20]=[CH:21][CH:22]=1)[CH:18]=[O:19].O, predict the reaction product.